Dataset: Forward reaction prediction with 1.9M reactions from USPTO patents (1976-2016). Task: Predict the product of the given reaction. (1) The product is: [CH2:1]([O:3][C:4]([CH:6]1[CH2:8][CH:7]1[C:9]1[CH:10]=[C:11]([F:24])[C:12]([OH:16])=[C:13]([F:15])[CH:14]=1)=[O:5])[CH3:2]. Given the reactants [CH2:1]([O:3][C:4]([CH:6]1[CH2:8][CH:7]1[C:9]1[CH:14]=[C:13]([F:15])[C:12]([O:16]CC2C=CC=CC=2)=[C:11]([F:24])[CH:10]=1)=[O:5])[CH3:2], predict the reaction product. (2) Given the reactants [CH3:1][O:2][C:3]1[CH:8]=[CH:7][C:6]([NH:9][CH:10]2[CH2:15][CH2:14][N:13]([C:16]([O:18][C:19]([CH3:22])([CH3:21])[CH3:20])=[O:17])[CH2:12][CH2:11]2)=[CH:5][CH:4]=1.Cl[CH2:24][C:25]1[CH:30]=[CH:29][N:28]=[C:27]([C:31]2[CH:36]=[C:35]([O:37][CH3:38])[C:34]([O:39][CH3:40])=[C:33]([O:41][CH3:42])[CH:32]=2)[CH:26]=1, predict the reaction product. The product is: [C:19]([O:18][C:16]([N:13]1[CH2:14][CH2:15][CH:10]([N:9]([C:6]2[CH:5]=[CH:4][C:3]([O:2][CH3:1])=[CH:8][CH:7]=2)[CH2:24][C:25]2[CH:30]=[CH:29][N:28]=[C:27]([C:31]3[CH:36]=[C:35]([O:37][CH3:38])[C:34]([O:39][CH3:40])=[C:33]([O:41][CH3:42])[CH:32]=3)[CH:26]=2)[CH2:11][CH2:12]1)=[O:17])([CH3:22])([CH3:21])[CH3:20]. (3) Given the reactants [OH:1][CH2:2][C:3]1[CH:8]=[CH:7][CH:6]=[CH:5][C:4]=1[Si:9]([CH3:19])([CH3:18])/[CH:10]=[CH:11]/[CH2:12][CH2:13][CH2:14]CCC.[CH3:20][CH2:21][CH2:22]C#CCCC.C[SiH](C)C1C=CC=CC=1COC1CCCCO1.C#CCCCCCC, predict the reaction product. The product is: [OH:1][CH2:2][C:3]1[CH:8]=[CH:7][CH:6]=[CH:5][C:4]=1[Si:9]([CH3:18])([CH3:19])/[C:10](=[CH:11]/[CH2:12][CH2:13][CH3:14])/[CH2:20][CH2:21][CH3:22]. (4) The product is: [C:31]([N:13]([CH2:12][C:7]1[CH:6]=[C:5]2[C:10]([CH:11]=[C:2]([OH:1])[C:3]([C:23]([OH:25])=[O:24])=[CH:4]2)=[CH:9][CH:8]=1)[C:14]1[CH:19]=[CH:18][C:17]([CH:20]([CH3:22])[CH3:21])=[CH:16][CH:15]=1)(=[O:33])[CH3:32]. Given the reactants [OH:1][C:2]1[C:3]([C:23]([OH:25])=[O:24])=[CH:4][C:5]2[C:10]([CH:11]=1)=[CH:9][CH:8]=[C:7]([CH2:12][NH:13][C:14]1[CH:19]=[CH:18][C:17]([CH:20]([CH3:22])[CH3:21])=[CH:16][CH:15]=1)[CH:6]=2.C(=O)([O-])O.[Na+].[C:31](OC(=O)C)(=[O:33])[CH3:32].Cl, predict the reaction product. (5) The product is: [CH3:11][O:10][CH:7]([O:8][CH3:9])[CH2:6][N:5]([CH2:4][C:3]1[CH:12]=[CH:13][CH:14]=[CH:15][C:2]=1[F:1])[S:28]([C:25]1[CH:26]=[CH:27][C:22]([CH3:32])=[CH:23][CH:24]=1)(=[O:30])=[O:29]. Given the reactants [F:1][C:2]1[CH:15]=[CH:14][CH:13]=[CH:12][C:3]=1[CH2:4][NH:5][CH2:6][CH:7]([O:10][CH3:11])[O:8][CH3:9].N1C=CC=CC=1.[C:22]1([CH3:32])[CH:27]=[CH:26][C:25]([S:28](Cl)(=[O:30])=[O:29])=[CH:24][CH:23]=1, predict the reaction product.